Task: Regression/Classification. Given a drug SMILES string, predict its absorption, distribution, metabolism, or excretion properties. Task type varies by dataset: regression for continuous measurements (e.g., permeability, clearance, half-life) or binary classification for categorical outcomes (e.g., BBB penetration, CYP inhibition). Dataset: cyp3a4_veith.. Dataset: CYP3A4 inhibition data for predicting drug metabolism from PubChem BioAssay The compound is CCOC(=O)c1oc2ccccc2c1NC(=O)c1cc(OC)cc(OC)c1. The result is 1 (inhibitor).